Task: Regression. Given two drug SMILES strings and cell line genomic features, predict the synergy score measuring deviation from expected non-interaction effect.. Dataset: NCI-60 drug combinations with 297,098 pairs across 59 cell lines (1) Drug 1: CS(=O)(=O)C1=CC(=C(C=C1)C(=O)NC2=CC(=C(C=C2)Cl)C3=CC=CC=N3)Cl. Drug 2: CS(=O)(=O)CCNCC1=CC=C(O1)C2=CC3=C(C=C2)N=CN=C3NC4=CC(=C(C=C4)OCC5=CC(=CC=C5)F)Cl. Cell line: EKVX. Synergy scores: CSS=14.8, Synergy_ZIP=-3.93, Synergy_Bliss=1.03, Synergy_Loewe=-0.0736, Synergy_HSA=2.15. (2) Drug 1: C1=NC2=C(N1)C(=S)N=CN2. Drug 2: C1CNP(=O)(OC1)N(CCCl)CCCl. Cell line: HCT-15. Synergy scores: CSS=15.5, Synergy_ZIP=-0.585, Synergy_Bliss=14.6, Synergy_Loewe=-10.7, Synergy_HSA=3.78. (3) Drug 1: C#CCC(CC1=CN=C2C(=N1)C(=NC(=N2)N)N)C3=CC=C(C=C3)C(=O)NC(CCC(=O)O)C(=O)O. Drug 2: C1CN(P(=O)(OC1)NCCCl)CCCl. Cell line: OVCAR-4. Synergy scores: CSS=-5.83, Synergy_ZIP=3.33, Synergy_Bliss=2.25, Synergy_Loewe=-7.93, Synergy_HSA=-7.12. (4) Drug 1: C1=CC(=C2C(=C1NCCNCCO)C(=O)C3=C(C=CC(=C3C2=O)O)O)NCCNCCO. Drug 2: C1CNP(=O)(OC1)N(CCCl)CCCl. Cell line: SK-MEL-5. Synergy scores: CSS=30.4, Synergy_ZIP=3.37, Synergy_Bliss=1.71, Synergy_Loewe=-16.6, Synergy_HSA=2.17. (5) Drug 1: C1=CC(=CC=C1CCCC(=O)O)N(CCCl)CCCl. Drug 2: CC1=C2C(C(=O)C3(C(CC4C(C3C(C(C2(C)C)(CC1OC(=O)C(C(C5=CC=CC=C5)NC(=O)OC(C)(C)C)O)O)OC(=O)C6=CC=CC=C6)(CO4)OC(=O)C)O)C)O. Cell line: U251. Synergy scores: CSS=53.0, Synergy_ZIP=-11.8, Synergy_Bliss=-10.7, Synergy_Loewe=-12.3, Synergy_HSA=-4.63. (6) Drug 1: C1CC(=O)NC(=O)C1N2CC3=C(C2=O)C=CC=C3N. Drug 2: CC1=C(N=C(N=C1N)C(CC(=O)N)NCC(C(=O)N)N)C(=O)NC(C(C2=CN=CN2)OC3C(C(C(C(O3)CO)O)O)OC4C(C(C(C(O4)CO)O)OC(=O)N)O)C(=O)NC(C)C(C(C)C(=O)NC(C(C)O)C(=O)NCCC5=NC(=CS5)C6=NC(=CS6)C(=O)NCCC[S+](C)C)O. Cell line: K-562. Synergy scores: CSS=-9.25, Synergy_ZIP=2.79, Synergy_Bliss=-2.03, Synergy_Loewe=-6.16, Synergy_HSA=-7.23. (7) Drug 1: C1CC(=O)NC(=O)C1N2CC3=C(C2=O)C=CC=C3N. Drug 2: CC1C(C(CC(O1)OC2CC(CC3=C2C(=C4C(=C3O)C(=O)C5=CC=CC=C5C4=O)O)(C(=O)C)O)N)O. Cell line: SW-620. Synergy scores: CSS=34.8, Synergy_ZIP=-2.37, Synergy_Bliss=-3.62, Synergy_Loewe=-10.3, Synergy_HSA=-2.05.